This data is from Reaction yield outcomes from USPTO patents with 853,638 reactions. The task is: Predict the reaction yield, written as a fraction of the theoretical maximum amount of product (1.0 means a 100% yield; for example, 0.34 means a 34% yield). No catalyst specified. The reactants are Br[C:2]1[CH:7]=[CH:6][CH:5]=[C:4]([CH2:8][F:9])[N:3]=1.[CH2:10]([N:14]1[N:18]=[C:17]2[CH:19]=[CH:20][C:21]([CH3:24])=[C:22]([CH3:23])[C:16]2=[N:15]1)[CH2:11][C:12]#[CH:13]. The product is [F:9][CH2:8][C:4]1[N:3]=[C:2]([C:13]#[C:12][CH2:11][CH2:10][N:14]2[N:18]=[C:17]3[CH:19]=[CH:20][C:21]([CH3:24])=[C:22]([CH3:23])[C:16]3=[N:15]2)[CH:7]=[CH:6][CH:5]=1. The yield is 0.400.